From a dataset of Full USPTO retrosynthesis dataset with 1.9M reactions from patents (1976-2016). Predict the reactants needed to synthesize the given product. (1) Given the product [Cl:1][C:2]1[C:3]([O:12][C:13]2[CH:18]=[C:17]([O:19][CH2:20][CH2:21][O:22][CH3:23])[CH:16]=[CH:15][C:14]=2[CH2:24][CH2:25][C:26]([NH:37][S:34]([CH2:33][CH2:32][CH2:31][O:30][CH3:29])(=[O:36])=[O:35])=[O:27])=[N:4][CH:5]=[C:6]([C:8]([F:9])([F:10])[F:11])[CH:7]=1, predict the reactants needed to synthesize it. The reactants are: [Cl:1][C:2]1[C:3]([O:12][C:13]2[CH:18]=[C:17]([O:19][CH2:20][CH2:21][O:22][CH3:23])[CH:16]=[CH:15][C:14]=2[CH2:24][CH2:25][C:26](O)=[O:27])=[N:4][CH:5]=[C:6]([C:8]([F:11])([F:10])[F:9])[CH:7]=1.[CH3:29][O:30][CH2:31][CH2:32][CH2:33][S:34]([NH2:37])(=[O:36])=[O:35].N12CCCN=C1CCCCC2. (2) Given the product [NH2:58][C:54]1([NH:19][C:4](=[O:6])[C:3]2[CH:7]=[CH:8][N:9]=[CH:10][C:2]=2[Cl:1])[NH:53][C:52]([C:59]2[CH:60]=[N:61][CH:62]=[CH:63][CH:64]=2)=[C:51]([C:50]2[CH:49]=[CH:48][N:47]=[CH:46][C:45]=2[F:44])[CH:56]=[CH:55]1, predict the reactants needed to synthesize it. The reactants are: [Cl:1][C:2]1[CH:10]=[N:9][CH:8]=[CH:7][C:3]=1[C:4]([OH:6])=O.F[P-](F)(F)(F)(F)F.C[N:19](C(=[N+](C)C)ON1C2=NC=CC=C2N=N1)C.C(N(C(C)C)C(C)C)C.[F:44][C:45]1[CH:46]=[N:47][CH:48]=[CH:49][C:50]=1[C:51]1[C:52]([C:59]2[CH:60]=[N:61][CH:62]=[CH:63][CH:64]=2)=[N:53][C:54]([NH2:58])=[C:55](N)[CH:56]=1.